Dataset: Reaction yield outcomes from USPTO patents with 853,638 reactions. Task: Predict the reaction yield, written as a fraction of the theoretical maximum amount of product (1.0 means a 100% yield; for example, 0.34 means a 34% yield). (1) The reactants are [C:1]([C:5]1[N:9]([CH2:10][CH:11]2[CH2:16][CH2:15][O:14][CH2:13][CH2:12]2)[C:8]2[CH:17]=[CH:18][C:19]([S:21](Cl)(=[O:23])=[O:22])=[CH:20][C:7]=2[N:6]=1)([CH3:4])([CH3:3])[CH3:2].Cl.[CH3:26][NH:27][O:28][CH3:29]. The catalyst is CN(C1C=CN=CC=1)C.CC#N. The product is [C:1]([C:5]1[N:9]([CH2:10][CH:11]2[CH2:16][CH2:15][O:14][CH2:13][CH2:12]2)[C:8]2[CH:17]=[CH:18][C:19]([S:21]([N:27]([O:28][CH3:29])[CH3:26])(=[O:23])=[O:22])=[CH:20][C:7]=2[N:6]=1)([CH3:4])([CH3:3])[CH3:2]. The yield is 0.250. (2) The reactants are [C:1]1([CH2:7][CH:8]=O)[CH:6]=[CH:5][CH:4]=[CH:3][CH:2]=1.[CH2:10]([O:17][C:18](=[O:20])[NH2:19])[C:11]1[CH:16]=[CH:15][CH:14]=[CH:13][CH:12]=1.[P:21]([O:36][C:37]1[CH:42]=[CH:41][CH:40]=[CH:39][CH:38]=1)([O:29][C:30]1[CH:35]=[CH:34][CH:33]=[CH:32][CH:31]=1)OC1C=CC=CC=1.[C:43](O)(=[O:45])C. No catalyst specified. The product is [NH:19]([C:18]([O:17][CH2:10][C:11]1[CH:16]=[CH:15][CH:14]=[CH:13][CH:12]=1)=[O:20])[CH:8]([C:43]([P:21]([O:29][C:30]1[CH:31]=[CH:32][CH:33]=[CH:34][CH:35]=1)[O:36][C:37]1[CH:38]=[CH:39][CH:40]=[CH:41][CH:42]=1)=[O:45])[CH2:7][C:1]1[CH:2]=[CH:3][CH:4]=[CH:5][CH:6]=1. The yield is 0.420. (3) The reactants are [N:1]([CH2:4][CH:5]([S:60][S:61][C:62]([CH3:65])([CH3:64])[CH3:63])[CH2:6][C@@H:7]([NH:52]C(OC(C)(C)C)=O)[C:8]([O:10][C@H:11]1[C@@H:15]([OH:16])[C@H:14]([N:17]2[CH:25]=[N:24][C:23]3[C:18]2=[N:19][CH:20]=[N:21][C:22]=3[NH2:26])[O:13][C@H:12]1[CH2:27][O:28][P:29]([O:32][C@H:33]1[CH2:37][C@H:36]([N:38]2[CH:43]=[CH:42][C:41]([NH2:44])=[N:40][C:39]2=[O:45])[O:35][C@@H:34]1[CH2:46][O:47][P:48]([OH:51])([OH:50])=[O:49])([OH:31])=[O:30])=[O:9])=[N+:2]=[N-:3].FC(F)(F)C(O)=O. The catalyst is ClCCl. The product is [NH2:52][C@H:7]([CH2:6][CH:5]([S:60][S:61][C:62]([CH3:65])([CH3:64])[CH3:63])[CH2:4][N:1]=[N+:2]=[N-:3])[C:8]([O:10][C@H:11]1[C@@H:15]([OH:16])[C@H:14]([N:17]2[CH:25]=[N:24][C:23]3[C:18]2=[N:19][CH:20]=[N:21][C:22]=3[NH2:26])[O:13][C@H:12]1[CH2:27][O:28][P:29]([O:32][C@H:33]1[CH2:37][C@H:36]([N:38]2[CH:43]=[CH:42][C:41]([NH2:44])=[N:40][C:39]2=[O:45])[O:35][C@@H:34]1[CH2:46][O:47][P:48]([OH:51])([OH:50])=[O:49])([OH:31])=[O:30])=[O:9]. The yield is 0.310. (4) The reactants are [CH3:1][O:2][C:3]1[CH:11]=[C:10]([C:12]2[CH:17]=[CH:16][CH:15]=[CH:14][CH:13]=2)[CH:9]=[CH:8][C:4]=1[C:5]([OH:7])=O.[F:18][C:19]([F:32])([F:31])[C:20]1[CH:21]=[C:22]([CH:24]=[C:25]([C:27]([F:30])([F:29])[F:28])[CH:26]=1)[NH2:23]. No catalyst specified. The product is [F:18][C:19]([F:31])([F:32])[C:20]1[CH:21]=[C:22]([NH:23][C:5](=[O:7])[C:4]2[CH:8]=[CH:9][C:10]([C:12]3[CH:17]=[CH:16][CH:15]=[CH:14][CH:13]=3)=[CH:11][C:3]=2[O:2][CH3:1])[CH:24]=[C:25]([C:27]([F:28])([F:30])[F:29])[CH:26]=1. The yield is 0.975. (5) The reactants are [Cl:1][C:2]1[CH:7]=[C:6]([C:8]([F:11])([F:10])[F:9])[CH:5]=[C:4]([Cl:12])[C:3]=1[NH:13][NH2:14].N1C(C)=CC=CC=1C.Cl/[C:24](=[CH:27]/[C:28]#[N:29])/[C:25]#[N:26].Cl/C(=C\C#N)/C#N. The catalyst is CO. The product is [NH2:29][C:28]1[N:13]([C:3]2[C:2]([Cl:1])=[CH:7][C:6]([C:8]([F:9])([F:11])[F:10])=[CH:5][C:4]=2[Cl:12])[N:14]=[C:24]([C:25]#[N:26])[CH:27]=1. The yield is 0.710.